From a dataset of Reaction yield outcomes from USPTO patents with 853,638 reactions. Predict the reaction yield, written as a fraction of the theoretical maximum amount of product (1.0 means a 100% yield; for example, 0.34 means a 34% yield). (1) The reactants are [C:1]([C:5]1[C:9]2[N:10]=[C:11]([C:16]3[CH:21]=[CH:20][CH:19]=[CH:18][CH:17]=3)[CH2:12][NH:13][C:14](=O)[C:8]=2[N:7]([CH2:22][CH3:23])[N:6]=1)([CH3:4])([CH3:3])[CH3:2].COC1C=CC(P2(SP(C3C=CC(OC)=CC=3)(=S)S2)=[S:33])=CC=1. No catalyst specified. The product is [C:1]([C:5]1[C:9]2[N:10]=[C:11]([C:16]3[CH:21]=[CH:20][CH:19]=[CH:18][CH:17]=3)[CH2:12][NH:13][C:14](=[S:33])[C:8]=2[N:7]([CH2:22][CH3:23])[N:6]=1)([CH3:4])([CH3:3])[CH3:2]. The yield is 0.660. (2) The reactants are O.[NH2:2][NH2:3].[F:4][C:5]([F:19])([F:18])[C:6]([F:17])([F:16])[C:7](=O)[CH2:8][C:9](=O)[C:10]([CH3:13])([CH3:12])[CH3:11]. The catalyst is C(O)C. The product is [C:10]([C:9]1[CH:8]=[C:7]([C:6]([F:17])([F:16])[C:5]([F:19])([F:18])[F:4])[NH:3][N:2]=1)([CH3:13])([CH3:12])[CH3:11]. The yield is 0.790. (3) The reactants are CC(C)(C)C(OC[N:7]1[C:16](=[O:17])[C:15]2[C:10](=[CH:11][C:12]([O:19][CH3:20])=[CH:13][C:14]=2[OH:18])[N:9]=[CH:8]1)=O.[C:23]1(P(C2C=CC=CC=2)C2C=CC=CC=2)C=CC=C[CH:24]=1.C(O)C.CCOC(/N=N/C(OCC)=O)=O.C1(C)C=CC=CC=1.CO. The catalyst is C(Cl)Cl.N. The product is [CH2:23]([O:18][C:14]1[CH:13]=[C:12]([O:19][CH3:20])[CH:11]=[C:10]2[C:15]=1[C:16](=[O:17])[N:7]=[CH:8][NH:9]2)[CH3:24]. The yield is 0.400. (4) The reactants are O.NN.C([O:7][C@H:8]1[C@H:12]([O:13][C:14](=[O:21])[C:15]2[CH:20]=[CH:19][CH:18]=[CH:17][CH:16]=2)[C@H:11]([CH2:22][O:23][C:24](=[O:31])[C:25]2[CH:30]=[CH:29][CH:28]=[CH:27][CH:26]=2)[O:10][C@@H:9]1[N:32]1[CH:39]=[CH:38][C:36](=[O:37])[NH:35][C:33]1=[O:34])(=O)C.CC(C)=O. The catalyst is N1C=CC=CC=1.C(O)(=O)C. The product is [C:14]([O:13][C@@H:12]1[C@H:11]([CH2:22][O:23][C:24](=[O:31])[C:25]2[CH:30]=[CH:29][CH:28]=[CH:27][CH:26]=2)[O:10][C@H:9]([N:32]2[CH:39]=[CH:38][C:36](=[O:37])[NH:35][C:33]2=[O:34])[C@H:8]1[OH:7])(=[O:21])[C:15]1[CH:20]=[CH:19][CH:18]=[CH:17][CH:16]=1. The yield is 0.680. (5) The yield is 0.970. The catalyst is CC(C)=O. The product is [CH2:1]([O:3][C:4]([C:6]1[CH:7]=[N:8][N:9]([CH2:17][C:16]2[CH:19]=[CH:20][C:13]([O:12][CH3:11])=[CH:14][CH:15]=2)[CH:10]=1)=[O:5])[CH3:2]. The reactants are [CH2:1]([O:3][C:4]([C:6]1[CH:7]=[N:8][NH:9][CH:10]=1)=[O:5])[CH3:2].[CH3:11][O:12][C:13]1[CH:20]=[CH:19][C:16]([CH2:17]Br)=[CH:15][CH:14]=1.C(=O)([O-])[O-].[K+].[K+]. (6) The catalyst is CC(N(C)C)=O. The reactants are [Br:1][C:2]1[CH:3]=[C:4]([OH:8])[CH:5]=[N:6][CH:7]=1.F[C:10]1[CH:15]=[CH:14][C:13]([S:16]([N:19]2[CH2:23][CH2:22][CH2:21][CH2:20]2)(=[O:18])=[O:17])=[CH:12][CH:11]=1.C(=O)([O-])[O-].[K+].[K+]. The product is [Br:1][C:2]1[CH:7]=[N:6][CH:5]=[C:4]([O:8][C:10]2[CH:15]=[CH:14][C:13]([S:16]([N:19]3[CH2:20][CH2:21][CH2:22][CH2:23]3)(=[O:18])=[O:17])=[CH:12][CH:11]=2)[CH:3]=1. The yield is 0.590. (7) The reactants are [CH3:1][C:2]1[C:10]2[N:9]=[C:8]([CH2:11][CH2:12][CH3:13])[N:7]([CH2:14][C:15]3[CH:33]=[CH:32][C:18]4/[C:19](=[CH:28]\[C:29](O)=O)/[C:20]5[CH:27]=[CH:26][CH:25]=[CH:24][C:21]=5O[CH2:23][C:17]=4[CH:16]=3)[C:6]=2[CH:5]=[CH:4][CH:3]=1.[OH2:34].[NH2:35][NH2:36].[OH2:37]. The catalyst is C1COCC1.ClCCl. The product is [CH3:1][C:2]1[C:10]2[N:9]=[C:8]([CH2:11][CH2:12][CH3:13])[N:7]([CH2:14][C:15]3[CH:33]=[CH:32][C:18]4/[C:19](=[CH:28]\[C:29]([NH:35][NH2:36])=[O:37])/[C:20]5[CH:21]=[CH:24][CH:25]=[CH:26][C:27]=5[O:34][CH2:23][C:17]=4[CH:16]=3)[C:6]=2[CH:5]=[CH:4][CH:3]=1. The yield is 1.00. (8) The product is [OH:16][CH2:17][CH2:18][O:19][C:20]1[C:27]([CH3:28])=[CH:26][C:23]([C:24]2[NH:10][C:1](=[O:9])[C:2]3[C:3](=[CH:5][CH:6]=[CH:7][CH:8]=3)[N:4]=2)=[CH:22][C:21]=1[CH3:29]. The catalyst is CN(C)C(=O)C.O. The reactants are [C:1]([NH2:10])(=[O:9])[C:2]1[C:3](=[CH:5][CH:6]=[CH:7][CH:8]=1)[NH2:4].C([Si](C)(C)[O:16][CH2:17][CH2:18][O:19][C:20]1[C:27]([CH3:28])=[CH:26][C:23]([CH:24]=O)=[CH:22][C:21]=1[CH3:29])(C)(C)C.S([O-])(O)=O.[Na+].C1(C)C=CC(S(O)(=O)=O)=CC=1. The yield is 0.700. (9) The reactants are [CH3:1][CH:2]([CH3:39])[CH2:3][C@H:4]([NH:17][C:18](=[O:38])[C@@H:19]([NH:28][C:29](=[O:37])[CH2:30][N:31]1[CH2:36][CH2:35][O:34][CH2:33][CH2:32]1)[CH2:20][CH2:21][C:22]1[CH:27]=[CH:26][CH:25]=[CH:24][CH:23]=1)[C:5]([O:7][CH2:8][C:9]1[CH:14]=[CH:13][C:12]([O:15][CH3:16])=[CH:11][CH:10]=1)=[O:6].C[Si]([N-][Si](C)(C)C)(C)C.[K+].[CH3:50][C:51]([O:58][CH2:59][C:60]#[CH:61])([CH3:57])[C:52]([O:54][CH2:55]I)=[O:53]. The catalyst is C1COCC1. The product is [CH3:1][CH:2]([CH3:39])[CH2:3][C@H:4]([N:17]([CH2:55][O:54][C:52](=[O:53])[C:51]([CH3:50])([O:58][CH2:59][C:60]#[CH:61])[CH3:57])[C:18](=[O:38])[C@@H:19]([NH:28][C:29](=[O:37])[CH2:30][N:31]1[CH2:32][CH2:33][O:34][CH2:35][CH2:36]1)[CH2:20][CH2:21][C:22]1[CH:27]=[CH:26][CH:25]=[CH:24][CH:23]=1)[C:5]([O:7][CH2:8][C:9]1[CH:14]=[CH:13][C:12]([O:15][CH3:16])=[CH:11][CH:10]=1)=[O:6]. The yield is 0.685. (10) The yield is 0.300. The product is [N:15]1[CH:20]=[CH:19][CH:18]=[CH:17][C:16]=1[O:21][C:22]1[CH:23]=[CH:24][C:25]([CH2:11][C:10]2[CH:2]=[C:1]([C:3]3[C:4]([NH2:9])=[N:5][CH:6]=[CH:7][CH:8]=3)[O:13][N:12]=2)=[CH:26][CH:27]=1. The catalyst is O1CCCC1. The reactants are [C:1]([C:3]1[C:4]([NH2:9])=[N:5][CH:6]=[CH:7][CH:8]=1)#[CH:2].[C:10](Cl)(=[N:12][OH:13])[CH3:11].[N:15]1[CH:20]=[CH:19][CH:18]=[CH:17][C:16]=1[O:21][C:22]1[CH:27]=[CH:26][CH:25]=[CH:24][CH:23]=1.C(N(CC)CC)C.